Dataset: Forward reaction prediction with 1.9M reactions from USPTO patents (1976-2016). Task: Predict the product of the given reaction. (1) Given the reactants [Br-].[I:2][C:3]1[CH:4]=[C:5]([CH:8]=[CH:9][CH:10]=1)[CH2:6][Zn+].[Cl:11][C:12]1[CH:13]=[C:14]([NH:20][C:21](=[O:30])[C:22](=[O:29])[C:23]2[CH:28]=[CH:27][CH:26]=[CH:25][CH:24]=2)[CH:15]=[CH:16][C:17]=1[C:18]#[N:19].[Cl-].[NH4+], predict the reaction product. The product is: [Cl:11][C:12]1[CH:13]=[C:14]([NH:20][C:21](=[O:30])[C:22]([OH:29])([C:23]2[CH:24]=[CH:25][CH:26]=[CH:27][CH:28]=2)[CH2:6][C:5]2[CH:8]=[CH:9][CH:10]=[C:3]([I:2])[CH:4]=2)[CH:15]=[CH:16][C:17]=1[C:18]#[N:19]. (2) Given the reactants Br[C:2]1[N:3]=[C:4]2[C:10]([C:11]([NH:13][C:14]([CH3:17])([CH3:16])[CH3:15])=[O:12])=[CH:9][N:8]([CH2:18][O:19][CH2:20][CH2:21][Si:22]([CH3:25])([CH3:24])[CH3:23])[C:5]2=[N:6][CH:7]=1.[F:26][C:27]1[CH:28]=[C:29]2[C:33](=[CH:34][C:35]=1[F:36])[NH:32][N:31]=[CH:30]2.CC(C)([O-])C.[Na+], predict the reaction product. The product is: [C:14]([NH:13][C:11]([C:10]1[C:4]2[C:5](=[N:6][CH:7]=[C:2]([N:32]3[C:33]4[C:29](=[CH:28][C:27]([F:26])=[C:35]([F:36])[CH:34]=4)[CH:30]=[N:31]3)[N:3]=2)[N:8]([CH2:18][O:19][CH2:20][CH2:21][Si:22]([CH3:25])([CH3:24])[CH3:23])[CH:9]=1)=[O:12])([CH3:17])([CH3:16])[CH3:15].